The task is: Regression. Given two drug SMILES strings and cell line genomic features, predict the synergy score measuring deviation from expected non-interaction effect.. This data is from NCI-60 drug combinations with 297,098 pairs across 59 cell lines. Drug 1: CN(CCCl)CCCl.Cl. Drug 2: C(CC(=O)O)C(=O)CN.Cl. Cell line: RPMI-8226. Synergy scores: CSS=53.4, Synergy_ZIP=-4.70, Synergy_Bliss=-2.73, Synergy_Loewe=-7.27, Synergy_HSA=1.13.